This data is from Forward reaction prediction with 1.9M reactions from USPTO patents (1976-2016). The task is: Predict the product of the given reaction. (1) Given the reactants [Br:1][C:2]1[CH:14]=[CH:13][C:12]2[C:11]3[C:6](=[CH:7][C:8]([OH:15])=[CH:9][CH:10]=3)[CH2:5][C:4]=2[CH:3]=1.[CH2:16](Br)[CH2:17][CH2:18][CH2:19][CH3:20].C(=O)([O-])[O-].[K+].[K+].Cl, predict the reaction product. The product is: [Br:1][C:2]1[CH:14]=[CH:13][C:12]2[C:11]3[C:6](=[CH:7][C:8]([O:15][CH2:16][CH2:17][CH2:18][CH2:19][CH3:20])=[CH:9][CH:10]=3)[CH2:5][C:4]=2[CH:3]=1. (2) Given the reactants [Br:1][C:2]1[CH:3]=[N:4][N:5]2[CH:10]=[CH:9][C:8]([N:11]3[CH2:16][CH2:15][NH:14][CH2:13][CH2:12]3)=[N:7][C:6]=12.[NH:17](C(OC(C)(C)C)=O)[C@H:18]([C:23](O)=[O:24])[CH2:19][CH:20]([CH3:22])[CH3:21].CN(C(ON1N=NC2C=CC=NC1=2)=[N+](C)C)C.F[P-](F)(F)(F)(F)F.C(N(CC)CC)C, predict the reaction product. The product is: [NH2:17][C@@H:18]([CH2:19][CH:20]([CH3:22])[CH3:21])[C:23]([N:14]1[CH2:15][CH2:16][N:11]([C:8]2[CH:9]=[CH:10][N:5]3[N:4]=[CH:3][C:2]([Br:1])=[C:6]3[N:7]=2)[CH2:12][CH2:13]1)=[O:24]. (3) Given the reactants [Br:1][C:2]1[CH:7]=[CH:6][C:5]([OH:8])=[CH:4][N:3]=1.F[C:21]1[CH:26]=[CH:25][C:24](CS(C[C:21]2[CH:26]=[CH:25][C:24](F)=[CH:23][CH:22]=2)(=O)=O)=[CH:23][CH:22]=1.C([O-])([O-])=[O:29].[K+].[K+].C[S:35]([CH3:37])=[O:36], predict the reaction product. The product is: [Br:1][C:2]1[CH:7]=[CH:6][C:5]([O:8][C:21]2[CH:22]=[CH:23][C:24]([S:35]([CH3:37])(=[O:29])=[O:36])=[CH:25][CH:26]=2)=[CH:4][N:3]=1. (4) The product is: [Cl:33][C:16]1[CH:17]=[CH:18][CH:19]=[C:20]([NH:21][C:22](=[O:32])[C:23]2[CH:28]=[CH:27][CH:26]=[C:25]([N+:29]([O-:31])=[O:30])[CH:24]=2)[C:15]=1[O:14][C:11]1[CH:10]=[CH:9][C:8]([S:5]([OH:7])(=[O:6])=[O:4])=[CH:13][CH:12]=1. Given the reactants CC(C)(C)C[O:4][S:5]([C:8]1[CH:13]=[CH:12][C:11]([O:14][C:15]2[C:20]([NH:21][C:22](=[O:32])[C:23]3[CH:28]=[CH:27][CH:26]=[C:25]([N+:29]([O-:31])=[O:30])[CH:24]=3)=[CH:19][CH:18]=[CH:17][C:16]=2[Cl:33])=[CH:10][CH:9]=1)(=[O:7])=[O:6], predict the reaction product. (5) Given the reactants C(O)(C(F)(F)F)=O.[CH3:8][S:9]([C:11]1[C:19]2[C:14](=[CH:15][C:16]([C:20]([N:22]3[CH2:27][CH2:26][N:25](C(OC(C)(C)C)=O)[CH2:24][CH2:23]3)=[O:21])=[CH:17][CH:18]=2)[N:13]([C:35]2[N:40]=[CH:39][C:38]([C:41]3[CH:46]=[CH:45][CH:44]=[CH:43][CH:42]=3)=[CH:37][N:36]=2)[CH:12]=1)=[O:10].C(=O)([O-])O.[Na+], predict the reaction product. The product is: [CH3:8][S:9]([C:11]1[C:19]2[C:14](=[CH:15][C:16]([C:20]([N:22]3[CH2:27][CH2:26][NH:25][CH2:24][CH2:23]3)=[O:21])=[CH:17][CH:18]=2)[N:13]([C:35]2[N:36]=[CH:37][C:38]([C:41]3[CH:46]=[CH:45][CH:44]=[CH:43][CH:42]=3)=[CH:39][N:40]=2)[CH:12]=1)=[O:10].